Dataset: CYP2C19 inhibition data for predicting drug metabolism from PubChem BioAssay. Task: Regression/Classification. Given a drug SMILES string, predict its absorption, distribution, metabolism, or excretion properties. Task type varies by dataset: regression for continuous measurements (e.g., permeability, clearance, half-life) or binary classification for categorical outcomes (e.g., BBB penetration, CYP inhibition). Dataset: cyp2c19_veith. (1) The compound is CC(C)CC(=O)N[C@H](C(=O)N[C@H](C(=O)N[C@@H](CC(C)C)[C@H](O)CC(=O)N[C@@H](C)C(=O)N[C@@H](CC(C)C)[C@H](O)CC(=O)O)C(C)C)C(C)C. The result is 0 (non-inhibitor). (2) The compound is COc1ccc(CN2CCNCC2)c(OC)c1OC. The result is 0 (non-inhibitor). (3) The drug is Cc1ccccc1OC1C(=O)N(Cc2ccc3c(c2)OCO3)C1c1sccc1C. The result is 1 (inhibitor). (4) The compound is Cc1cc(C)n(CC(=O)N/N=C/c2ccc(C)o2)n1. The result is 0 (non-inhibitor). (5) The result is 0 (non-inhibitor). The compound is Cc1nc(N)sc1CCN.